This data is from Full USPTO retrosynthesis dataset with 1.9M reactions from patents (1976-2016). The task is: Predict the reactants needed to synthesize the given product. (1) The reactants are: [Br:1][C:2]1[CH:7]=[C:6]([S:8]([CH2:11][CH3:12])(=[O:10])=[O:9])[CH:5]=[CH:4][C:3]=1F.[OH:14][C:15]1[C:22]([CH3:23])=[CH:21][CH:20]=[CH:19][C:16]=1[CH:17]=[O:18].C(=O)([O-])[O-].[Cs+].[Cs+].CCCCCCC.C(OCC)(=O)C. Given the product [Br:1][C:2]1[CH:7]=[C:6]([S:8]([CH2:11][CH3:12])(=[O:10])=[O:9])[CH:5]=[CH:4][C:3]=1[O:14][C:15]1[C:22]([CH3:23])=[CH:21][CH:20]=[CH:19][C:16]=1[CH:17]=[O:18], predict the reactants needed to synthesize it. (2) Given the product [CH2:19]([O:26][C@@H:27]1[C@@:31]2([CH2:51][O:52][C@H:28]1[C@H:29]([N:53]1[C:68]3[N:67]=[C:60]([NH:61][C:62](=[O:66])[CH:63]([CH3:64])[CH3:65])[NH:59][C:57](=[O:58])[C:56]=3[N:55]=[CH:54]1)[O:30]2)[CH2:32][OH:33])[C:20]1[CH:21]=[CH:22][CH:23]=[CH:24][CH:25]=1, predict the reactants needed to synthesize it. The reactants are: [F-].C([N+](CCCC)(CCCC)CCCC)CCC.[CH2:19]([O:26][C@@H:27]1[C@@:31]2([CH2:51][O:52][C@H:28]1[C@H:29]([N:53]1[C:68]3[N:67]=[C:60]([NH:61][C:62](=[O:66])[CH:63]([CH3:65])[CH3:64])[NH:59][C:57](=[O:58])[C:56]=3[N:55]=[CH:54]1)[O:30]2)[CH2:32][O:33][Si](C(C)(C)C)(C1C=CC=CC=1)C1C=CC=CC=1)[C:20]1[CH:25]=[CH:24][CH:23]=[CH:22][CH:21]=1.